This data is from Reaction yield outcomes from USPTO patents with 853,638 reactions. The task is: Predict the reaction yield, written as a fraction of the theoretical maximum amount of product (1.0 means a 100% yield; for example, 0.34 means a 34% yield). No catalyst specified. The product is [C:36]([C:35]1[CH:34]=[CH:33][C:32]([NH:40][C:41]2[N:46]=[C:45]([NH:47][C:48]3[CH:53]=[CH:52][C:51]([C:54]([OH:56])=[O:55])=[C:50]([O:58][CH3:59])[CH:49]=3)[C:44]([F:60])=[CH:43][N:42]=2)=[CH:31][C:30]=1[O:29][CH3:28])([OH:38])=[O:37]. The yield is 0.640. The reactants are C(C1C=C(NC2N=C(NC3C=CC=C(C(O)=O)C=3)C(F)=CN=2)C=CC=1)(O)=O.[CH3:28][O:29][C:30]1[CH:31]=[C:32]([NH:40][C:41]2[N:46]=[C:45]([NH:47][C:48]3[CH:53]=[CH:52][C:51]([C:54]([O:56]C)=[O:55])=[C:50]([O:58][CH3:59])[CH:49]=3)[C:44]([F:60])=[CH:43][N:42]=2)[CH:33]=[CH:34][C:35]=1[C:36]([O:38]C)=[O:37].[OH-].[Na+].